From a dataset of Experimentally validated miRNA-target interactions with 360,000+ pairs, plus equal number of negative samples. Binary Classification. Given a miRNA mature sequence and a target amino acid sequence, predict their likelihood of interaction. (1) The miRNA is mmu-miR-7001-3p with sequence CGCUCACACUCCCUCUGCAG. The protein sequence of the target gene is MASVSLLSALAVRLLRPTHGCHPRLQPFHLAAVRNEAVVISGRKLAQQIKQEVQQEVEEWVASGNKRPHLSVILVGDNPASHSYVLNKTRAAAEVGINSETIVKPASVSEEELLNSIRKLNNDENVDGLLVQLPLPEHIDERKVCNAVSPDKDVDGFHVINVGRMCLDQYSMLPATPWGVWEIIKRTGIPTLGKNVVVAGRSKNVGMPIAMLLHTDGAHERPGGDATVTISHRYTPKEQLKKHTILADIVISAAGIPNLITADMIKEGAAVIDVGINRVQDPVTAKPKLVGDVDFEGVKK.... Result: 0 (no interaction). (2) The miRNA is mmu-miR-669b-3p with sequence CAUAUACAUACACACAAACAUAU. The protein sequence of the target gene is MATGTQQKENTLLHLFAGGCGGTVGAIFTCPLEVIKTRLQSSRLALRTVYYPQVHLGTISGAGMVRPTSVTPGLLQVLKSILEKEGPKSLFRGLGPNLVGVAPSRAVYFACYSKAKEQFNGIFVPNSNTVHILSAGSAAFVTNTLMNPIWMVKTRMQLERKVRGCKQMNTLQCARRVYQTEGVRGFYRGLTASYAGISETIICFAIYESLKKCLKDAPIVSSTDGAEKSSSGFFGLMAAAAVSKGCASCIAYPHEVIRTRLREEGSKYRSFVQTARLVFREEGYLAFYRGLFAQLIRQIP.... Result: 0 (no interaction). (3) The miRNA is hsa-miR-6845-3p with sequence CCUCUCCUCCCUGUGCCCCAG. The protein sequence of the target gene is MNWTGLYTLLSGVNRHSTAIGRVWLSVIFIFRIMVLVVAAESVWGDEKSSFICNTLQPGCNSVCYDQFFPISHVRLWSLQLILVSTPALLVAMHVAHQQHIEKKMLRLEGHGDPLHLEEVKRHKVHISGTLWWTYVISVVFRLLFEAVFMYVFYLLYPGYAMVRLVKCDVYPCPNTVDCFVSRPTEKTVFTVFMLAASGICIILNVAEVVYLIIRACARRAQRRSNPPSRKGSGFGHRLSPEYKQNEINKLLSEQDGSLKDILRRSPGTGAGLAEKSDRCSAC. Result: 1 (interaction). (4) The miRNA is hsa-miR-32-5p with sequence UAUUGCACAUUACUAAGUUGCA. The protein sequence of the target gene is MDRPLSSSAEAEEELEWQVASRRRKAWAKCRSSWQASETEDLSTEATTQDEEEDEEEDLPGAQLPAAGGRGNVPNEKIAIWLKDCRTPLGASLDEQSSSTLKGVLVRNGGSFEDDLSLGAEANHLHESDAQIENCNNILAKERRLQFHQKGRSMNSTGSGKSSGTVSSVSELLELYEEDPEEILYNLGFGRDEPDIASKIPSRFFNSSSFAKGIDIKVFLSAQMQRMEVENPNYALTSRFRQIEVLTTVANAFSSLYSQVSGTPLQRIGSMSSVTSNKETDPPPPLTRSNTANRLMKTLS.... Result: 1 (interaction). (5) The miRNA is hsa-miR-4655-3p with sequence ACCCUCGUCAGGUCCCCGGGG. The protein sequence of the target gene is MAAASVSAASDSQFSSVLAEPSRSNGNMVRHSSSPYVLYPPDKPFLNSDLRRSPNKPTFAYPESNSRAIFSALKNLQDKIRRLELERIQAEESVKTLSRETIEYKKVLDEQIQERENSKNEESKHNQELASQLVAAENKCNLLEKQLEYMRNMIKHAEMERTSVLEKQVSLERERQHDQTHVQSQLEKLDLLEQEYNKLTAMQALAEKKMQELESKLREEEQERKRMQARAAELQSGLEANRLIFEDKTTSCVSTSTRKIKKKKSKPPEKKGSRTYFGAQPHYRLCLGDMPFVAGTSTSP.... Result: 0 (no interaction).